Dataset: Reaction yield outcomes from USPTO patents with 853,638 reactions. Task: Predict the reaction yield, written as a fraction of the theoretical maximum amount of product (1.0 means a 100% yield; for example, 0.34 means a 34% yield). (1) The reactants are FC(F)(F)S(O[C:7]1[C:8]2[S:22](=[O:24])(=[O:23])[CH2:21][CH2:20][CH2:19][C:9]=2[N:10]=[C:11]([C:13]2[CH:18]=[CH:17][CH:16]=[CH:15][CH:14]=2)[N:12]=1)(=O)=O.[NH2:27][C:28]1[CH:33]=[CH:32][C:31]([CH2:34][C:35]([O:37][CH2:38][CH3:39])=[O:36])=[CH:30][CH:29]=1. No catalyst specified. The product is [O:23]=[S:22]1(=[O:24])[C:8]2[C:7]([NH:27][C:28]3[CH:29]=[CH:30][C:31]([CH2:34][C:35]([O:37][CH2:38][CH3:39])=[O:36])=[CH:32][CH:33]=3)=[N:12][C:11]([C:13]3[CH:18]=[CH:17][CH:16]=[CH:15][CH:14]=3)=[N:10][C:9]=2[CH2:19][CH2:20][CH2:21]1. The yield is 0.770. (2) The reactants are [N:1]([C:4]1[CH:5]=[C:6]2[C@@:17]3([CH2:22][CH2:21][O:20][C:19]([NH2:23])=[N:18]3)[C:16]3[CH:15]=[C:14]([Cl:24])[N:13]=[C:12]([F:25])[C:11]=3[O:10][C:7]2=[CH:8][CH:9]=1)=[N+]=[N-].[BH4-].[Na+].O. The product is [Cl:24][C:14]1[N:13]=[C:12]([F:25])[C:11]2[O:10][C:7]3[C:6]([C@@:17]4([CH2:22][CH2:21][O:20][C:19]([NH2:23])=[N:18]4)[C:16]=2[CH:15]=1)=[CH:5][C:4]([NH2:1])=[CH:9][CH:8]=3. The yield is 0.444. The catalyst is CO.